This data is from Forward reaction prediction with 1.9M reactions from USPTO patents (1976-2016). The task is: Predict the product of the given reaction. (1) The product is: [CH3:1][C:2]1[CH:3]=[C:4]([CH:7]=[CH:8][C:9]=1[CH3:10])[CH2:5][NH:6][C:25]([C:23]1[N:22]=[N:21][N:20]([CH2:19][CH2:18][NH:17][C:15](=[O:16])[C:14]2[CH:28]=[CH:29][C:30]([O:34][CH3:35])=[C:31]([O:32][CH3:33])[C:13]=2[O:12][CH3:11])[CH:24]=1)=[O:26]. Given the reactants [CH3:1][C:2]1[CH:3]=[C:4]([CH:7]=[CH:8][C:9]=1[CH3:10])[CH2:5][NH2:6].[CH3:11][O:12][C:13]1[C:31]([O:32][CH3:33])=[C:30]([O:34][CH3:35])[CH:29]=[CH:28][C:14]=1[C:15]([NH:17][CH2:18][CH2:19][N:20]1[CH:24]=[C:23]([C:25](O)=[O:26])[N:22]=[N:21]1)=[O:16], predict the reaction product. (2) Given the reactants [C:1]([O:5][C:6](=[O:24])[CH2:7][CH2:8][C@H:9]([NH:13][C:14]([O:16][CH2:17][C:18]1[CH:23]=[CH:22][CH:21]=[CH:20][CH:19]=1)=[O:15])[C:10]([OH:12])=O)([CH3:4])([CH3:3])[CH3:2].[CH2:25]([O:29][C:30]([N:32]1[CH2:37][CH2:36][NH:35][CH2:34][CH2:33]1)=[O:31])[CH2:26][CH2:27][CH3:28].C(N1CCOCC1)C.[B-](F)(F)(F)F.CCOC(C(C#N)=NOC(N(C)C)=[N+](C)C)=O, predict the reaction product. The product is: [CH2:25]([O:29][C:30]([N:32]1[CH2:37][CH2:36][N:35]([C:10](=[O:12])[C@@H:9]([NH:13][C:14]([O:16][CH2:17][C:18]2[CH:23]=[CH:22][CH:21]=[CH:20][CH:19]=2)=[O:15])[CH2:8][CH2:7][C:6]([O:5][C:1]([CH3:2])([CH3:3])[CH3:4])=[O:24])[CH2:34][CH2:33]1)=[O:31])[CH2:26][CH2:27][CH3:28]. (3) Given the reactants [CH:1]([CH:4]1[CH2:8][NH:7][C@@H:6]([CH2:9][OH:10])[CH2:5]1)([CH3:3])[CH3:2].C(N(CC)CC)C.[S:18](Cl)(Cl)(=[O:20])=[O:19], predict the reaction product. The product is: [CH:1]([CH:4]1[CH2:8][N:7]2[S:18](=[O:20])(=[O:19])[O:10][CH2:9][C@H:6]2[CH2:5]1)([CH3:3])[CH3:2]. (4) Given the reactants Cl[C:2]1[C:11]2[C:6](=[CH:7][CH:8]=[CH:9][CH:10]=2)[N:5]=[CH:4][CH:3]=1.[F:12][C:13]1[CH:14]=[C:15]([CH:17]=[CH:18][C:19]=1[F:20])[NH2:16].[F:21][C:22]1[CH:23]=[C:24]([CH:27]=[CH:28][C:29]=1[F:30])[CH2:25]Br, predict the reaction product. The product is: [F:21][C:22]1[CH:23]=[C:24]([CH:27]=[CH:28][C:29]=1[F:30])[CH2:25][N:5]1[C:6]2[C:11](=[CH:10][CH:9]=[CH:8][CH:7]=2)[C:2](=[N:16][C:15]2[CH:17]=[CH:18][C:19]([F:20])=[C:13]([F:12])[CH:14]=2)[CH:3]=[CH:4]1.